Dataset: Full USPTO retrosynthesis dataset with 1.9M reactions from patents (1976-2016). Task: Predict the reactants needed to synthesize the given product. (1) Given the product [CH3:11][O:5][C:4](=[O:6])[C:3]1[CH:7]=[CH:8][CH:9]=[N:10][C:2]=1[NH2:1], predict the reactants needed to synthesize it. The reactants are: [NH2:1][C:2]1[N:10]=[CH:9][CH:8]=[CH:7][C:3]=1[C:4]([OH:6])=[O:5].[C:11](=O)(O)[O-].[Na+]. (2) Given the product [Br:1][C:2]1[CH:3]=[C:4]2[C:9]([C:13]3[CH:18]=[CH:17][CH:16]=[CH:15][CH:14]=3)=[CH:10][NH:8][C:5]2=[N:6][CH:7]=1, predict the reactants needed to synthesize it. The reactants are: [Br:1][C:2]1[CH:3]=[C:4]([C:9]([C:13]2[CH:18]=[CH:17][CH:16]=[CH:15][CH:14]=2)=[CH:10]OC)[C:5]([NH2:8])=[N:6][CH:7]=1.Cl(O)(=O)(=O)=O.CN. (3) Given the product [CH3:1][N:2]1[CH2:7][CH2:6][N:5]([C:9]2[C:10]([N+:16]([O-:18])=[O:17])=[C:11]([CH:13]=[CH:14][CH:15]=2)[NH2:12])[CH2:4][CH2:3]1, predict the reactants needed to synthesize it. The reactants are: [CH3:1][N:2]1[CH2:7][CH2:6][NH:5][CH2:4][CH2:3]1.Cl[C:9]1[C:10]([N+:16]([O-:18])=[O:17])=[C:11]([CH:13]=[CH:14][CH:15]=1)[NH2:12]. (4) Given the product [NH2:20][C:19]1[N:18]=[CH:17][N:16]=[C:15]2[N:11]([CH:8]3[CH2:7][CH2:6][C:5](=[O:4])[CH2:10][CH2:9]3)[N:12]=[C:13]([I:21])[C:14]=12, predict the reactants needed to synthesize it. The reactants are: O1[C:5]2([CH2:10][CH2:9][CH:8]([N:11]3[C:15]4=[N:16][CH:17]=[N:18][C:19]([NH2:20])=[C:14]4[C:13]([I:21])=[N:12]3)[CH2:7][CH2:6]2)[O:4]CC1.Cl. (5) Given the product [Cl:2][C:3]1[CH:4]=[CH:5][C:6]([N:32]2[CH:36]=[N:35][N:34]=[N:33]2)=[C:7]([C:9]2[CH:17]=[C:16]3[N:12]([C@H:13]([C:18]4[NH:19][C:20]([C:23]5[CH:24]=[C:25]([C:28]([O:30][CH3:38])=[O:29])[S:26][CH:27]=5)=[CH:21][N:22]=4)[CH2:14][CH2:15]3)[C:11](=[O:31])[CH:10]=2)[CH:8]=1, predict the reactants needed to synthesize it. The reactants are: Cl.[Cl:2][C:3]1[CH:4]=[CH:5][C:6]([N:32]2[CH:36]=[N:35][N:34]=[N:33]2)=[C:7]([C:9]2[CH:17]=[C:16]3[N:12]([C@H:13]([C:18]4[NH:19][C:20]([C:23]5[CH:24]=[C:25]([C:28]([OH:30])=[O:29])[S:26][CH:27]=5)=[CH:21][N:22]=4)[CH2:14][CH2:15]3)[C:11](=[O:31])[CH:10]=2)[CH:8]=1.Cl[CH2:38]Cl.CO.C[Si](C=[N+]=[N-])(C)C. (6) The reactants are: [C:1]([O:5][C@@H:6]([C:11]1[C:39]([CH3:40])=[CH:38][C:14]2[N:15]=[C:16]([C:18]3[CH:23]=[CH:22][N:21]=[C:20]([N:24]4[CH2:29][CH2:28][N:27](C(OC(C)(C)C)=O)[C@@H:26]([CH3:37])[CH2:25]4)[N:19]=3)[S:17][C:13]=2[C:12]=1[C:41]1[CH:46]=[CH:45][C:44]([Cl:47])=[CH:43][CH:42]=1)[C:7]([O:9][CH3:10])=[O:8])([CH3:4])([CH3:3])[CH3:2].Cl. Given the product [C:1]([O:5][C@@H:6]([C:11]1[C:39]([CH3:40])=[CH:38][C:14]2[N:15]=[C:16]([C:18]3[CH:23]=[CH:22][N:21]=[C:20]([N:24]4[CH2:29][CH2:28][NH:27][C@@H:26]([CH3:37])[CH2:25]4)[N:19]=3)[S:17][C:13]=2[C:12]=1[C:41]1[CH:42]=[CH:43][C:44]([Cl:47])=[CH:45][CH:46]=1)[C:7]([O:9][CH3:10])=[O:8])([CH3:2])([CH3:3])[CH3:4], predict the reactants needed to synthesize it. (7) Given the product [CH:41]1[C:42]2[C:37](=[N:36][C:35]3[C:44]([C:43]=2[NH:45][C:46]2[CH:47]=[C:48]([NH:54][C:55]([CH:56]([NH:58][C:5]([C:4]4[CH:8]=[C:9]([NH:14][C:15]([N:17]5[CH2:22][CH2:21][N:20]([C:23]6[CH:24]=[C:25]([F:30])[CH:26]=[C:27]([F:29])[CH:28]=6)[CH2:19][CH2:18]5)=[O:16])[C:10]([O:12][CH3:13])=[N:11][C:3]=4[CH2:1][CH3:2])=[O:6])[CH3:57])=[O:59])[CH:49]=[C:50]([CH2:52][OH:53])[CH:51]=2)=[CH:31][CH:32]=[CH:33][CH:34]=3)[CH:38]=[CH:39][CH:40]=1, predict the reactants needed to synthesize it. The reactants are: [CH2:1]([C:3]1[N:11]=[C:10]([O:12][CH3:13])[C:9]([NH:14][C:15]([N:17]2[CH2:22][CH2:21][N:20]([C:23]3[CH:28]=[C:27]([F:29])[CH:26]=[C:25]([F:30])[CH:24]=3)[CH2:19][CH2:18]2)=[O:16])=[CH:8][C:4]=1[C:5](O)=[O:6])[CH3:2].[CH:31]1[C:44]2[C:35](=[N:36][C:37]3[C:42]([C:43]=2[NH:45][C:46]2[CH:47]=[C:48]([NH:54][C:55](=[O:59])[CH:56]([NH2:58])[CH3:57])[CH:49]=[C:50]([CH2:52][OH:53])[CH:51]=2)=[CH:41][CH:40]=[CH:39][CH:38]=3)[CH:34]=[CH:33][CH:32]=1.